From a dataset of Full USPTO retrosynthesis dataset with 1.9M reactions from patents (1976-2016). Predict the reactants needed to synthesize the given product. Given the product [Br:12][C:13]1[CH:14]=[C:15]([CH:19]([CH3:21])[CH3:20])[CH:16]=[C:17]2[C:18]=1[C:7](=[O:8])[CH:6]([CH3:11])[CH2:10]2, predict the reactants needed to synthesize it. The reactants are: [Al+3].[Cl-].[Cl-].[Cl-].Br[C:6]([CH3:11])([CH3:10])[C:7](Br)=[O:8].[Br:12][C:13]1[CH:18]=[CH:17][CH:16]=[C:15]([CH:19]([CH3:21])[CH3:20])[CH:14]=1.